Dataset: Catalyst prediction with 721,799 reactions and 888 catalyst types from USPTO. Task: Predict which catalyst facilitates the given reaction. (1) Product: [O:24]=[C:29]1[C:28]2[C:17](=[CH:16][C:9]([S:10][CH2:11][CH2:12][C:13]([O:15][CH2:16][CH:17]([CH2:22][CH3:23])[CH2:18][CH2:19][CH2:20][CH3:21])=[O:14])=[CH:7][CH:8]=2)[CH2:18][CH2:19]1. Reactant: CCN([CH:7]([CH3:9])[CH3:8])C(C)C.[SH:10][CH2:11][CH2:12][C:13]([O:15][CH2:16][CH:17]([CH2:22][CH3:23])[CH2:18][CH2:19][CH2:20][CH3:21])=[O:14].[O:24]1[CH2:29][CH2:28]OCC1. The catalyst class is: 110. (2) Product: [Br:1][C:2]1[C:7](=[O:8])[N:6]([CH2:9][C:10]([NH:12][CH2:13][C:14]([OH:16])=[O:15])=[O:11])[N:5]=[CH:4][C:3]=1[NH:21][C@@H:22]1[CH2:27][C@@H:26]2[CH2:28][C@@H:24]([C:25]2([CH3:30])[CH3:29])[C@H:23]1[CH3:31]. The catalyst class is: 4. Reactant: [Br:1][C:2]1[C:7](=[O:8])[N:6]([CH2:9][C:10]([NH:12][CH2:13][C:14]([O:16]C(C)(C)C)=[O:15])=[O:11])[N:5]=[CH:4][C:3]=1[NH:21][C@@H:22]1[CH2:27][C@@H:26]2[CH2:28][C@@H:24]([C:25]2([CH3:30])[CH3:29])[C@H:23]1[CH3:31].FC(F)(F)C(O)=O.